This data is from Forward reaction prediction with 1.9M reactions from USPTO patents (1976-2016). The task is: Predict the product of the given reaction. (1) Given the reactants [CH3:1][C:2]1[CH:7]=[CH:6][C:5]([N+:8]([O-])=O)=[CH:4][C:3]=1[NH:11][C:12]([C:14]1[CH:15]=[C:16]2[CH:22]=[C:21]([C:23](=[O:25])[CH3:24])[NH:20][C:17]2=[N:18][CH:19]=1)=[O:13].[H][H], predict the reaction product. The product is: [NH2:8][C:5]1[CH:6]=[CH:7][C:2]([CH3:1])=[C:3]([NH:11][C:12]([C:14]2[CH:15]=[C:16]3[CH:22]=[C:21]([C:23](=[O:25])[CH3:24])[NH:20][C:17]3=[N:18][CH:19]=2)=[O:13])[CH:4]=1. (2) Given the reactants [NH2:1][CH:2]([CH:10]([OH:27])[CH2:11][CH:12]([S:18]([C:21]1[CH:26]=[CH:25][CH:24]=[CH:23][CH:22]=1)(=[O:20])=[O:19])[CH2:13][CH2:14][CH:15]([CH3:17])[CH3:16])[CH2:3][C:4]1[CH:9]=[CH:8][CH:7]=[CH:6][CH:5]=1.[N:28]1[C:37]2[C:32](=[CH:33][CH:34]=[CH:35][CH:36]=2)[N:31]=[CH:30][C:29]=1[C:38](O)=[O:39].CN1CCOCC1, predict the reaction product. The product is: [C:21]1([S:18]([CH:12]([CH2:13][CH2:14][CH:15]([CH3:17])[CH3:16])[CH2:11][CH:10]([OH:27])[CH:2]([NH:1][C:38]([C:29]2[CH:30]=[N:31][C:32]3[C:37](=[CH:36][CH:35]=[CH:34][CH:33]=3)[N:28]=2)=[O:39])[CH2:3][C:4]2[CH:5]=[CH:6][CH:7]=[CH:8][CH:9]=2)(=[O:20])=[O:19])[CH:22]=[CH:23][CH:24]=[CH:25][CH:26]=1. (3) Given the reactants C(O)=O.C(O)=O.[N:7]1([CH2:14][CH2:15][CH2:16][O:17][C:18]2[CH:23]=[CH:22][C:21]([CH2:24][CH2:25][CH2:26][CH2:27][N:28]3[CH2:32][CH2:31][CH2:30][C@@H:29]3[CH2:33][N:34]3[N:43]=[C:42]([CH2:44][C:45]4[CH:50]=[CH:49][C:48]([O:51]C)=[CH:47][CH:46]=4)[C:41]4[C:36](=[CH:37][CH:38]=[CH:39][CH:40]=4)[C:35]3=[O:53])=[CH:20][CH:19]=2)[CH2:13][CH2:12][CH2:11][CH2:10][CH2:9][CH2:8]1.B(Br)(Br)Br, predict the reaction product. The product is: [N:7]1([CH2:14][CH2:15][CH2:16][O:17][C:18]2[CH:23]=[CH:22][C:21]([CH2:24][CH2:25][CH2:26][CH2:27][N:28]3[CH2:32][CH2:31][CH2:30][C@@H:29]3[CH2:33][N:34]3[N:43]=[C:42]([CH2:44][C:45]4[CH:46]=[CH:47][C:48]([OH:51])=[CH:49][CH:50]=4)[C:41]4[C:36](=[CH:37][CH:38]=[CH:39][CH:40]=4)[C:35]3=[O:53])=[CH:20][CH:19]=2)[CH2:8][CH2:9][CH2:10][CH2:11][CH2:12][CH2:13]1. (4) The product is: [CH:28]1[C:29]2[C:34](=[CH:33][CH:32]=[CH:31][CH:30]=2)[CH:35]=[CH:36][C:27]=1[S:24]([NH:23][CH:16]([C:17]1[CH:22]=[CH:21][CH:20]=[CH:19][CH:18]=1)[CH2:15][C:14]([NH:13][CH:9]1[C:10]2[C:5](=[CH:4][C:3]([CH2:1][N:38]3[CH2:43][CH2:42][CH2:41][CH2:40][CH2:39]3)=[CH:12][CH:11]=2)[CH2:6][CH2:7][CH2:8]1)=[O:37])(=[O:26])=[O:25]. Given the reactants [CH:1]([C:3]1[CH:4]=[C:5]2[C:10](=[CH:11][CH:12]=1)[CH:9]([NH:13][C:14](=[O:37])[CH2:15][CH:16]([NH:23][S:24]([C:27]1[CH:36]=[CH:35][C:34]3[C:29](=[CH:30][CH:31]=[CH:32][CH:33]=3)[CH:28]=1)(=[O:26])=[O:25])[C:17]1[CH:22]=[CH:21][CH:20]=[CH:19][CH:18]=1)[CH2:8][CH2:7][CH2:6]2)=O.[NH:38]1[CH2:43][CH2:42][CH2:41][CH2:40][CH2:39]1, predict the reaction product. (5) Given the reactants [F:1][C:2]1[CH:7]=[CH:6][C:5]([S:8]([N:11]([C:16]2[C:25]([C:26]([O:28][CH3:29])=[O:27])=[C:24]3[C:19]([C@H:20]4[CH2:30][C@H:21]4[CH2:22][O:23]3)=[CH:18][CH:17]=2)[C:12]([O:14][CH3:15])=[O:13])(=[O:10])=[O:9])=[C:4](/[CH:31]=[CH:32]\[CH2:33]N2CC[C@H](CO)C2)[CH:3]=1.FC1C=CC(S(N(C2C(C(OC)=O)=C3C([C@H]4C[C@H]4CO3)=CC=2)C(OC)=O)(=O)=O)=C(/C=C\COS(C)(=O)=O)C=1.[NH:79]1[CH2:83][CH2:82][C@@H:81]([C:84]([OH:87])([CH3:86])[CH3:85])[CH2:80]1, predict the reaction product. The product is: [F:1][C:2]1[CH:7]=[CH:6][C:5]([S:8]([N:11]([C:16]2[C:25]([C:26]([O:28][CH3:29])=[O:27])=[C:24]3[C:19]([C@H:20]4[CH2:30][C@H:21]4[CH2:22][O:23]3)=[CH:18][CH:17]=2)[C:12]([O:14][CH3:15])=[O:13])(=[O:9])=[O:10])=[C:4](/[CH:31]=[CH:32]\[CH2:33][N:79]2[CH2:83][CH2:82][C@@H:81]([C:84]([OH:87])([CH3:86])[CH3:85])[CH2:80]2)[CH:3]=1. (6) The product is: [C:7]([C:9]1[CH:17]=[CH:16][C:12]([C:13]([NH:25][C:21]2[CH:20]=[N:19][CH:24]=[CH:23][CH:22]=2)=[O:15])=[CH:11][C:10]=1[CH3:18])#[N:8]. Given the reactants C(Cl)(=O)C(Cl)=O.[C:7]([C:9]1[CH:17]=[CH:16][C:12]([C:13]([OH:15])=O)=[CH:11][C:10]=1[CH3:18])#[N:8].[N:19]1[CH:24]=[CH:23][CH:22]=[C:21]([NH2:25])[CH:20]=1, predict the reaction product. (7) Given the reactants C[O:2][C:3](=O)[CH2:4][O:5][CH:6]1[CH2:11][CH2:10][CH2:9][N:8]([C:12]([O:14][C:15]([CH3:18])([CH3:17])[CH3:16])=[O:13])[CH2:7]1.[H-].[H-].[H-].[H-].[Li+].[Al+3], predict the reaction product. The product is: [OH:2][CH2:3][CH2:4][O:5][CH:6]1[CH2:11][CH2:10][CH2:9][N:8]([C:12]([O:14][C:15]([CH3:18])([CH3:17])[CH3:16])=[O:13])[CH2:7]1. (8) The product is: [CH3:21][N:22]1[C:31]2[C:26](=[CH:27][CH:28]=[CH:29][CH:30]=2)[CH:25]=[C:24]([CH2:32][NH:16][CH2:15][C:8]2([N:5]3[CH2:4][CH2:3][N:2]([CH3:1])[CH2:7][CH2:6]3)[CH2:14][CH2:13][CH:12]=[CH:11][O:10][CH2:9]2)[C:23]1=[O:34]. Given the reactants [CH3:1][N:2]1[CH2:7][CH2:6][N:5]([C:8]2([CH2:15][NH2:16])[CH2:14][CH2:13][CH:12]=[CH:11][O:10][CH2:9]2)[CH2:4][CH2:3]1.CC(O)=O.[CH3:21][N:22]1[C:31]2[C:26](=[CH:27][CH:28]=[CH:29][CH:30]=2)[CH:25]=[C:24]([CH:32]=O)[C:23]1=[O:34].C(O[BH-](OC(=O)C)OC(=O)C)(=O)C.[Na+], predict the reaction product.